This data is from Reaction yield outcomes from USPTO patents with 853,638 reactions. The task is: Predict the reaction yield, written as a fraction of the theoretical maximum amount of product (1.0 means a 100% yield; for example, 0.34 means a 34% yield). (1) The reactants are [O:1]1[C:5]2[CH:6]=[CH:7][C:8](B(O)O)=[CH:9][C:4]=2[CH2:3][CH2:2]1.I[C:14]1[C:22]2[C:17](=[N:18][CH:19]=[N:20][C:21]=2[NH2:23])[N:16]([CH:24]([CH3:26])[CH3:25])[N:15]=1.C([O-])([O-])=O.[Na+].[Na+]. The catalyst is CCO.COCCOC.C1C=CC([P]([Pd]([P](C2C=CC=CC=2)(C2C=CC=CC=2)C2C=CC=CC=2)([P](C2C=CC=CC=2)(C2C=CC=CC=2)C2C=CC=CC=2)[P](C2C=CC=CC=2)(C2C=CC=CC=2)C2C=CC=CC=2)(C2C=CC=CC=2)C2C=CC=CC=2)=CC=1. The product is [O:1]1[C:5]2[CH:6]=[CH:7][C:8]([C:14]3[C:22]4[C:17](=[N:18][CH:19]=[N:20][C:21]=4[NH2:23])[N:16]([CH:24]([CH3:26])[CH3:25])[N:15]=3)=[CH:9][C:4]=2[CH2:3][CH2:2]1. The yield is 0.590. (2) The reactants are N1C2C(=NC=CC=2)N([N:10]2[C:14](/[CH:15]=[C:16]3\[C:17](=[O:26])[NH:18][C:19]4[C:24]\3=[CH:23][C:22]([F:25])=[CH:21][CH:20]=4)=[C:13]([CH3:27])[C:12]([C:28]([O-:30])=O)=[C:11]2[CH3:31])N=1.CO.[CH3:34][N:35]([CH:37]=O)C. The catalyst is [Pd]. The product is [NH:35]1[CH2:37][CH2:31][CH:11]([NH:10][C:28]([C:12]2[C:13]([CH3:27])=[C:14](/[CH:15]=[C:16]3\[C:17](=[O:26])[NH:18][C:19]4[C:24]\3=[CH:23][C:22]([F:25])=[CH:21][CH:20]=4)[NH:10][C:11]=2[CH3:31])=[O:30])[CH2:12][CH2:34]1. The yield is 0.437. (3) The reactants are [Br:1][C:2]1[CH:9]=[CH:8][C:5]([CH:6]=[O:7])=[C:4](F)[CH:3]=1.[CH3:11][O-:12].[Na+]. The catalyst is CO. The product is [Br:1][C:2]1[CH:9]=[CH:8][C:5]([CH:6]=[O:7])=[C:4]([O:12][CH3:11])[CH:3]=1. The yield is 0.620. (4) The reactants are [CH3:1][CH2:2][CH2:3][CH2:4][CH2:5][C@H:6]([OH:28])[CH2:7][CH2:8][C@H:9]1[C@H:21]([OH:22])[CH2:20][C@H:19]2[C@@H:10]1[CH2:11][C:12]1[C:17]([CH2:18]2)=[C:16]([O:23][CH2:24][C:25]([OH:27])=[O:26])[CH:15]=[CH:14][CH:13]=1.[NH:29]([CH2:33][CH2:34][OH:35])[CH2:30][CH2:31][OH:32]. The catalyst is C(OCC)(=O)C.C(O)C. The product is [NH:29]([CH2:33][CH2:34][OH:35])[CH2:30][CH2:31][OH:32].[OH:22][C@H:21]1[C@H:9]([CH2:8][CH2:7][C@@H:6]([OH:28])[CH2:5][CH2:4][CH2:3][CH2:2][CH3:1])[C@H:10]2[CH2:11][C:12]3[C:17]([CH2:18][C@H:19]2[CH2:20]1)=[C:16]([O:23][CH2:24][C:25]([OH:27])=[O:26])[CH:15]=[CH:14][CH:13]=3. The yield is 0.760. (5) The reactants are [CH3:1][C:2]1[O:6][N:5]=[C:4]([C:7]2[CH:12]=[CH:11][N:10]=[CH:9][N:8]=2)[C:3]=1[CH2:13][O:14][C:15]1[CH:23]=[CH:22][C:18]([C:19]([OH:21])=O)=[CH:17][N:16]=1.ClC1C=[C:27]([C:31]2[C:35](COC3C=CC(C(O)=O)=CN=3)=C(C)O[N:32]=2)C=CC=1.C(N)(C)C. No catalyst specified. The product is [CH:31]([NH:32][C:19](=[O:21])[C:18]1[CH:22]=[CH:23][C:15]([O:14][CH2:13][C:3]2[C:4]([C:7]3[CH:12]=[CH:11][N:10]=[CH:9][N:8]=3)=[N:5][O:6][C:2]=2[CH3:1])=[N:16][CH:17]=1)([CH3:35])[CH3:27]. The yield is 0.730. (6) The reactants are C(Cl)CCl.[OH:5][C:6]1[C:7]2[CH:8]=[C:9]([CH:17]=[CH:18][C:19]([OH:21])=O)[CH:10]=[N:11][C:12]=2[NH:13][C:14](=[O:16])[CH:15]=1.[CH2:22]([O:24][C:25]1[C:33]([O:34][CH3:35])=[CH:32][CH:31]=[CH:30][C:26]=1[CH2:27][NH:28][CH3:29])[CH3:23].C1C=CC2N(O)N=NC=2C=1.O.CCN(C(C)C)C(C)C. The catalyst is CN(C=O)C.O. The product is [CH2:22]([O:24][C:25]1[C:33]([O:34][CH3:35])=[CH:32][CH:31]=[CH:30][C:26]=1[CH2:27][N:28]([CH3:29])[C:19](=[O:21])[CH:18]=[CH:17][C:9]1[CH:10]=[N:11][C:12]2[NH:13][C:14](=[O:16])[CH:15]=[C:6]([OH:5])[C:7]=2[CH:8]=1)[CH3:23]. The yield is 0.490. (7) The product is [I:1][C:2]1[CH:7]=[CH:6][C:5]([S:8]([C:13]2[C:14]([CH3:19])=[CH:15][C:16]([CH3:18])=[CH:17][C:12]=2[CH3:20])(=[O:10])=[O:9])=[CH:4][CH:3]=1. The yield is 0.690. The reactants are [I:1][C:2]1[CH:7]=[CH:6][C:5]([S:8](Cl)(=[O:10])=[O:9])=[CH:4][CH:3]=1.[C:12]1([CH3:20])[CH:17]=[C:16]([CH3:18])[CH:15]=[C:14]([CH3:19])[CH:13]=1.[Al+3].[Cl-].[Cl-].[Cl-].Cl. The catalyst is C(Cl)Cl.